Predict the product of the given reaction. From a dataset of Forward reaction prediction with 1.9M reactions from USPTO patents (1976-2016). (1) The product is: [CH3:14][O:15][CH2:16][CH2:17][C:18]1[O:13][C:7]([C:4]2[CH:3]=[CH:2][CH:1]=[CH:6][CH:5]=2)=[C:8]([C:9]([OH:11])=[O:10])[N:12]=1. Given the reactants [CH:1]1[CH:6]=[CH:5][C:4]([CH:7]([OH:13])[CH:8]([NH2:12])[C:9]([OH:11])=[O:10])=[CH:3][CH:2]=1.[CH3:14][O:15][CH2:16][CH2:17][C:18](O)=O, predict the reaction product. (2) Given the reactants C(OC([N:8]1[C:17]2[C:12](=[N:13][C:14]([O:18][CH3:19])=[CH:15][CH:16]=2)[C@@H:11]([NH:20][C:21]2[N:26]=[C:25]([CH2:27][C:28]3[CH:33]=[C:32]([C:34]([F:37])([F:36])[F:35])[CH:31]=[C:30]([C:38]([F:41])([F:40])[F:39])[CH:29]=3)[C:24]([N:42]3[CH2:47][CH2:46][CH:45]([C:48]([O:50][CH2:51][CH3:52])=[O:49])[CH2:44][CH2:43]3)=[CH:23][N:22]=2)[CH2:10][C@H:9]1[CH2:53][CH3:54])=O)(C)(C)C.Cl.C(=O)([O-])O.[Na+], predict the reaction product. The product is: [F:36][C:34]([F:35])([F:37])[C:32]1[CH:33]=[C:28]([CH:29]=[C:30]([C:38]([F:41])([F:40])[F:39])[CH:31]=1)[CH2:27][C:25]1[C:24]([N:42]2[CH2:47][CH2:46][CH:45]([C:48]([O:50][CH2:51][CH3:52])=[O:49])[CH2:44][CH2:43]2)=[CH:23][N:22]=[C:21]([NH:20][C@@H:11]2[C:12]3[C:17](=[CH:16][CH:15]=[C:14]([O:18][CH3:19])[N:13]=3)[NH:8][C@H:9]([CH2:53][CH3:54])[CH2:10]2)[N:26]=1. (3) Given the reactants [F:1][CH:2]([F:16])[C@@H:3]1[C@@H:13]([OH:14])[C@H:12]([OH:15])[C@H:6]2[N:7]=[C:8](SC)[O:9][C@H:5]2[CH2:4]1.Cl.[NH:18]1[CH2:21][CH2:20][CH2:19]1.C([O-])(O)=O.[Na+], predict the reaction product. The product is: [N:18]1([C:8]2[O:9][C@H:5]3[CH2:4][C@H:3]([CH:2]([F:16])[F:1])[C@@H:13]([OH:14])[C@H:12]([OH:15])[C@H:6]3[N:7]=2)[CH2:21][CH2:20][CH2:19]1. (4) Given the reactants O=[C:2]([C:12]1[CH:17]=[CH:16][CH:15]=[CH:14][CH:13]=1)[CH:3]([C:6]1[CH:11]=[CH:10][CH:9]=[CH:8][CH:7]=1)[CH:4]=O.O.[NH2:19][NH2:20], predict the reaction product. The product is: [C:12]1([C:2]2[C:3]([C:6]3[CH:11]=[CH:10][CH:9]=[CH:8][CH:7]=3)=[CH:4][NH:20][N:19]=2)[CH:17]=[CH:16][CH:15]=[CH:14][CH:13]=1.